Dataset: Catalyst prediction with 721,799 reactions and 888 catalyst types from USPTO. Task: Predict which catalyst facilitates the given reaction. Reactant: [OH:1][CH2:2][CH:3]([C:7]1[S:8][CH:9]=[CH:10][CH:11]=1)[C:4]([OH:6])=[O:5].[OH-].[K+].[CH3:14][C:15]1[CH:22]=[C:21]([CH3:23])[CH:20]=[C:19]([CH3:24])[C:16]=1[CH2:17]Cl.O. Product: [OH:1][CH2:2][CH:3]([C:7]1[S:8][CH:9]=[CH:10][CH:11]=1)[C:4]([O:6][CH2:17][C:16]1[C:19]([CH3:24])=[CH:20][C:21]([CH3:23])=[CH:22][C:15]=1[CH3:14])=[O:5]. The catalyst class is: 9.